Dataset: Full USPTO retrosynthesis dataset with 1.9M reactions from patents (1976-2016). Task: Predict the reactants needed to synthesize the given product. (1) The reactants are: [Cl:1][C:2]1[CH:3]=[N:4][N:5]([C:7]2[CH:12]=[CH:11][C:10]([N+:13]([O-])=O)=[CH:9][CH:8]=2)[CH:6]=1.Cl.[N:17]([O-])=O.[Na+].[Sn](Cl)Cl. Given the product [ClH:1].[Cl:1][C:2]1[CH:3]=[N:4][N:5]([C:7]2[CH:12]=[CH:11][C:10]([NH:13][NH2:17])=[CH:9][CH:8]=2)[CH:6]=1.[Cl:1][C:2]1[CH:3]=[N:4][N:5]([C:7]2[CH:12]=[CH:11][C:10]([NH:13][NH2:17])=[CH:9][CH:8]=2)[CH:6]=1, predict the reactants needed to synthesize it. (2) The reactants are: [CH2:1]([O:8][C:9]([NH:11][C@H:12]1[CH2:16][CH2:15][N:14]([C@H:17]2[CH2:22][CH2:21][C:20](=O)[CH2:19][C@H:18]2[NH:24][C:25](=[O:33])[O:26][CH2:27][CH2:28][Si:29]([CH3:32])([CH3:31])[CH3:30])[C:13]1=[O:34])=[O:10])[C:2]1[CH:7]=[CH:6][CH:5]=[CH:4][CH:3]=1.[C:35]([NH2:39])([CH3:38])([CH3:37])[CH3:36].C([BH3-])#N.[Na+].[OH-].[Na+]. Given the product [CH2:1]([O:8][C:9]([NH:11][C@H:12]1[CH2:16][CH2:15][N:14]([C@H:17]2[CH2:22][CH2:21][C@@H:20]([NH:39][C:35]([CH3:38])([CH3:37])[CH3:36])[CH2:19][C@H:18]2[NH:24][C:25](=[O:33])[O:26][CH2:27][CH2:28][Si:29]([CH3:30])([CH3:31])[CH3:32])[C:13]1=[O:34])=[O:10])[C:2]1[CH:3]=[CH:4][CH:5]=[CH:6][CH:7]=1, predict the reactants needed to synthesize it. (3) Given the product [F:13][C:11]1[CH:12]=[C:7]([C:5]2[S:4][C:3]([C:16]([NH:18][C:19]3([C:25]([OH:27])=[O:26])[CH2:20][CH2:21][CH2:22][CH2:23][CH2:24]3)=[O:17])=[C:2]([NH:1][C:30]([NH:29][C:32]3[C:33]([CH3:40])=[CH:34][C:35]([CH3:39])=[CH:36][C:37]=3[CH3:38])=[O:31])[CH:6]=2)[CH:8]=[C:9]([F:15])[C:10]=1[F:14], predict the reactants needed to synthesize it. The reactants are: [NH2:1][C:2]1[CH:6]=[C:5]([C:7]2[CH:12]=[C:11]([F:13])[C:10]([F:14])=[C:9]([F:15])[CH:8]=2)[S:4][C:3]=1[C:16]([NH:18][C:19]1([C:25]([O:27]C)=[O:26])[CH2:24][CH2:23][CH2:22][CH2:21][CH2:20]1)=[O:17].[N:29]([C:32]1[C:37]([CH3:38])=[CH:36][C:35]([CH3:39])=[CH:34][C:33]=1[CH3:40])=[C:30]=[O:31].CO. (4) Given the product [CH2:21]([C:5]1([CH2:4][CH2:3][CH2:2][CH2:14][CH2:13][CH2:17][CH2:16][CH3:19])[C:4]2[CH:3]=[C:2]([I:1])[CH:14]=[CH:13][C:12]=2[C:11]2[C:6]1=[CH:7][CH:8]=[CH:9][CH:10]=2)[CH2:22][CH2:23][CH2:24][CH2:25][CH2:26][CH2:27][CH3:28], predict the reactants needed to synthesize it. The reactants are: [I:1][C:2]1[CH:14]=[CH:13][C:12]2[C:11]3[C:6](=[CH:7][CH:8]=[CH:9][CH:10]=3)[CH2:5][C:4]=2[CH:3]=1.C[C:16]([CH3:19])([O-])[CH3:17].[K+].[CH2:21](I)[CH2:22][CH2:23][CH2:24][CH2:25][CH2:26][CH2:27][CH3:28]. (5) Given the product [CH3:1][S:2]([NH:6][C:7]1[CH:8]=[C:9]2[C:14](=[O:15])[NH:13][C:11](=[O:12])[C:10]2=[CH:16][CH:17]=1)(=[O:4])=[O:3], predict the reactants needed to synthesize it. The reactants are: [CH3:1][S:2](Cl)(=[O:4])=[O:3].[NH2:6][C:7]1[CH:8]=[C:9]2[C:14](=[O:15])[NH:13][C:11](=[O:12])[C:10]2=[CH:16][CH:17]=1. (6) Given the product [S:25]([O:27][CH2:28][CH3:29])([O:10][CH2:9][C:8]([O:7][CH2:1][CH2:2][CH2:3][CH2:4][CH2:5][CH3:6])([O:12][CH2:13][CH2:14][CH2:15][CH2:16][CH2:17][CH3:18])[CH3:11])=[O:26], predict the reactants needed to synthesize it. The reactants are: [CH2:1]([O:7][C:8]([O:12][CH2:13][CH2:14][CH2:15][CH2:16][CH2:17][CH3:18])([CH3:11])[CH2:9][OH:10])[CH2:2][CH2:3][CH2:4][CH2:5][CH3:6].N1C=CC=CC=1.[S:25](Cl)([O:27][CH2:28][CH3:29])=[O:26]. (7) Given the product [CH3:24][O:25][C:26]1[CH:34]=[CH:33][C:32]2[CH:31]([CH3:17])[CH:30]3[CH2:5][NH:4][CH2:3][CH:29]3[C:28]=2[CH:27]=1, predict the reactants needed to synthesize it. The reactants are: CO[CH2:3][N:4](CC1C=CC=CC=1)[CH2:5][Si](C)(C)C.[C:17](O)(C(F)(F)F)=O.[CH3:24][O:25][C:26]1[CH:27]=[C:28]2[C:32](=[CH:33][CH:34]=1)[C:31](=O)[CH:30]=[CH:29]2. (8) Given the product [CH2:1]([O:3][C:4](=[O:24])[CH2:5][N:6]1[CH:10]=[C:9]([SH:11])[CH:8]=[N:7]1)[CH3:2], predict the reactants needed to synthesize it. The reactants are: [CH2:1]([O:3][C:4](=[O:24])[CH2:5][N:6]1[CH:10]=[C:9]([S:11][S:11][C:9]2[CH:8]=[N:7][N:6]([CH2:5][C:4]([O:3][CH2:1][CH3:2])=[O:24])[CH:10]=2)[CH:8]=[N:7]1)[CH3:2].C1(P(C2C=CC=CC=2)C2C=CC=CC=2)C=CC=CC=1.